From a dataset of Catalyst prediction with 721,799 reactions and 888 catalyst types from USPTO. Predict which catalyst facilitates the given reaction. (1) Reactant: [N:1]1[CH:6]=[CH:5][CH:4]=[CH:3][C:2]=1[C:7]1[C:15]2[C:14](O)=[N:13][CH:12]=[N:11][C:10]=2[S:9][CH:8]=1.P(Cl)(Cl)([Cl:19])=O. Product: [Cl:19][C:14]1[C:15]2[C:7]([C:2]3[CH:3]=[CH:4][CH:5]=[CH:6][N:1]=3)=[CH:8][S:9][C:10]=2[N:11]=[CH:12][N:13]=1. The catalyst class is: 12. (2) Reactant: [C:1]([CH2:3][C:4]([NH:6][C:7]1[CH:12]=[C:11]([O:13][CH3:14])[C:10]([Cl:15])=[CH:9][C:8]=1[Cl:16])=[O:5])#[N:2].[Br:17][C:18]1[CH:19]=[C:20]([CH:22]=[CH:23][C:24]=1[O:25][CH3:26])[NH2:21].[CH2:27](OC(OCC)OCC)C. Product: [Br:17][C:18]1[CH:19]=[C:20]([CH:22]=[CH:23][C:24]=1[O:25][CH3:26])[NH:21][CH:27]=[C:3]([C:1]#[N:2])[C:4]([NH:6][C:7]1[CH:12]=[C:11]([O:13][CH3:14])[C:10]([Cl:15])=[CH:9][C:8]=1[Cl:16])=[O:5]. The catalyst class is: 32. (3) Reactant: C(Cl)(=O)C(Cl)=O.CS(C)=O.[OH:11][C@H:12]1[C@H:18]([N:19]2[CH2:24][CH2:23][N:22]([C:25]([O:27][C:28]([CH3:31])([CH3:30])[CH3:29])=[O:26])[CH2:21][CH2:20]2)[C:17]2[CH:32]=[CH:33][CH:34]=[CH:35][C:16]=2[O:15][CH2:14][CH2:13]1.C(N(CC)CC)C. Product: [O:11]=[C:12]1[CH:18]([N:19]2[CH2:24][CH2:23][N:22]([C:25]([O:27][C:28]([CH3:31])([CH3:30])[CH3:29])=[O:26])[CH2:21][CH2:20]2)[C:17]2[CH:32]=[CH:33][CH:34]=[CH:35][C:16]=2[O:15][CH2:14][CH2:13]1. The catalyst class is: 4. (4) Reactant: [CH2:1]([O:8][C:9]([NH:11][C@H:12]1[CH2:17][CH2:16][CH2:15][C@@H:14]([NH:18]C(=O)OC)[CH2:13]1)=[O:10])C1C=CC=CC=1. Product: [NH2:18][C@H:14]1[CH2:15][CH2:16][CH2:17][C@@H:12]([NH:11][C:9](=[O:10])[O:8][CH3:1])[CH2:13]1. The catalyst class is: 29. (5) Reactant: [Cl:1][C:2]1[CH:9]=[CH:8][CH:7]=[CH:6][C:3]=1[CH:4]=O.[NH2:10][C:11]1[CH:19]=[C:18]([O:20][CH3:21])[CH:17]=[C:16]([O:22][CH3:23])[C:12]=1[C:13]([NH2:15])=[O:14].OS([O-])=O.[Na+].CC1C=CC(S(O)(=O)=O)=CC=1.O. Product: [Cl:1][C:2]1[CH:9]=[CH:8][CH:7]=[CH:6][C:3]=1[C:4]1[NH:15][C:13](=[O:14])[C:12]2[C:11](=[CH:19][C:18]([O:20][CH3:21])=[CH:17][C:16]=2[O:22][CH3:23])[N:10]=1. The catalyst class is: 44. (6) Reactant: [F:1][C:2]1[CH:7]=[CH:6][C:5]([O:8][CH3:9])=[CH:4][C:3]=1[C:10]1[N:11]=[CH:12][C:13]([CH2:21]O)=[N:14][C:15]=1[CH2:16][C:17]([CH3:20])([CH3:19])[CH3:18].S(Cl)([Cl:25])=O. Product: [Cl:25][CH2:21][C:13]1[N:14]=[C:15]([CH2:16][C:17]([CH3:20])([CH3:19])[CH3:18])[C:10]([C:3]2[CH:4]=[C:5]([O:8][CH3:9])[CH:6]=[CH:7][C:2]=2[F:1])=[N:11][CH:12]=1. The catalyst class is: 139.